This data is from Full USPTO retrosynthesis dataset with 1.9M reactions from patents (1976-2016). The task is: Predict the reactants needed to synthesize the given product. (1) Given the product [Br:1][C:2]1[CH:3]=[CH:4][C:5]([CH2:8][CH2:9][S:39]([CH3:38])(=[O:41])=[O:40])=[N:6][CH:7]=1, predict the reactants needed to synthesize it. The reactants are: [Br:1][C:2]1[CH:3]=[CH:4][C:5]([CH2:8][CH2:9]O)=[N:6][CH:7]=1.C1(P(C2C=CC=CC=2)C2C=CC=CC=2)C=CC=CC=1.BrN1C(=O)CCC1=O.[CH3:38][S:39]([O-:41])=[O:40].[Na+]. (2) Given the product [C:1]1([C:7]2[C:8](=[O:9])[NH:19][NH:20][C:10](=[O:12])[CH:11]=2)[CH:6]=[CH:5][CH:4]=[CH:3][CH:2]=1, predict the reactants needed to synthesize it. The reactants are: [C:1]1([C:7]2[C:8](=O)[O:9][C:10](=[O:12])[CH:11]=2)[CH:6]=[CH:5][CH:4]=[CH:3][CH:2]=1.S(O)(O)(=O)=O.[NH2:19][NH2:20].